Dataset: Forward reaction prediction with 1.9M reactions from USPTO patents (1976-2016). Task: Predict the product of the given reaction. The product is: [CH3:5][CH:6]([NH:13][C:1](=[O:3])[CH3:2])[CH2:7][CH2:8][CH2:9][CH2:10][CH2:11][CH3:12]. Given the reactants [C:1](Cl)(=[O:3])[CH3:2].[CH3:5][CH:6]([NH2:13])[CH2:7][CH2:8][CH2:9][CH2:10][CH2:11][CH3:12].C(N(CC)CC)C, predict the reaction product.